From a dataset of Catalyst prediction with 721,799 reactions and 888 catalyst types from USPTO. Predict which catalyst facilitates the given reaction. (1) Reactant: [CH3:1][O:2][C:3]1[CH:8]=[CH:7][CH:6]=[C:5]([O:9][CH3:10])[C:4]=1[OH:11].[Br:12]N1C(=O)CCC1=O. Product: [Br:12][C:7]1[CH:6]=[C:5]([O:9][CH3:10])[C:4]([OH:11])=[C:3]([O:2][CH3:1])[CH:8]=1. The catalyst class is: 2. (2) Reactant: [NH2:1][C:2]1[CH:3]=[C:4]2[C:8](=[CH:9][CH:10]=1)[C:7](=[O:11])[CH2:6][CH2:5]2.[C:12](Cl)(=[O:21])[C:13]1[CH:18]=[CH:17][C:16]([O:19][CH3:20])=[CH:15][CH:14]=1.C(N(CC)CC)C. Product: [CH3:20][O:19][C:16]1[CH:17]=[CH:18][C:13]([C:12]([NH:1][C:2]2[CH:3]=[C:4]3[C:8](=[CH:9][CH:10]=2)[C:7](=[O:11])[CH2:6][CH2:5]3)=[O:21])=[CH:14][CH:15]=1. The catalyst class is: 1. (3) Reactant: [CH3:1][O:2][C:3](=[O:9])[C:4]([CH3:8])([CH3:7])[CH2:5][OH:6].[O:10]1[CH:15]=[CH:14][CH2:13][CH2:12][CH2:11]1.S(=O)(=O)(O)O. Product: [CH3:1][O:2][C:3](=[O:9])[C:4]([CH3:8])([CH3:7])[CH2:5][O:6][CH:11]1[CH2:12][CH2:13][CH2:14][CH2:15][O:10]1. The catalyst class is: 4. (4) Reactant: F[C:2]1[CH:7]=[CH:6][CH:5]=[CH:4][C:3]=1[N+:8]([O-:10])=[O:9].C(N(CC)CC)C.[NH:18]1[CH2:23][CH2:22][S:21][CH2:20][CH2:19]1. Product: [N+:8]([C:3]1[CH:4]=[CH:5][CH:6]=[CH:7][C:2]=1[N:18]1[CH2:23][CH2:22][S:21][CH2:20][CH2:19]1)([O-:10])=[O:9]. The catalyst class is: 12. (5) Reactant: [F:1][C:2]1[CH:3]=[CH:4][C:5](B2OC(C)(C)C(C)(C)O2)=[C:6]2[C:10]=1[C@H:9]([O:11][C:12]1[CH:25]=[CH:24][C:15]3[C@H:16]([CH2:19][C:20]([O:22][CH3:23])=[O:21])[CH2:17][O:18][C:14]=3[CH:13]=1)[CH2:8][CH2:7]2.Br[C:36]1[C:41]([CH3:42])=[CH:40][C:39]([C:43]2[CH:44]=[N:45][CH:46]=[N:47][CH:48]=2)=[CH:38][C:37]=1[CH3:49].[O-]P([O-])([O-])=O.[K+].[K+].[K+]. Product: [CH3:49][C:37]1[CH:38]=[C:39]([C:43]2[CH:48]=[N:47][CH:46]=[N:45][CH:44]=2)[CH:40]=[C:41]([CH3:42])[C:36]=1[C:5]1[CH:4]=[CH:3][C:2]([F:1])=[C:10]2[C:6]=1[CH2:7][CH2:8][C@H:9]2[O:11][C:12]1[CH:25]=[CH:24][C:15]2[C@H:16]([CH2:19][C:20]([O:22][CH3:23])=[O:21])[CH2:17][O:18][C:14]=2[CH:13]=1. The catalyst class is: 11. (6) Reactant: [CH:1]1[C:13]2[CH:12]([CH2:14][O:15][C:16]([NH:18][NH2:19])=[O:17])[C:11]3[C:6](=[CH:7][CH:8]=[CH:9][CH:10]=3)[C:5]=2[CH:4]=[CH:3][CH:2]=1.[C:20]([O-])(O)=[O:21].[Na+].C(Cl)(Cl)=O. Product: [CH:10]1[C:11]2[CH:12]([CH2:14][O:15][C:16]3[O:17][C:20](=[O:21])[NH:19][N:18]=3)[C:13]3[C:5](=[CH:4][CH:3]=[CH:2][CH:1]=3)[C:6]=2[CH:7]=[CH:8][CH:9]=1. The catalyst class is: 34. (7) Reactant: [N+:1]([C:4]1[CH:9]=[CH:8][C:7](B(O)O)=[CH:6][CH:5]=1)([O-:3])=[O:2].Cl[C:14]1[CH:19]=[CH:18][N:17]=[CH:16][C:15]=1[F:20].C(=O)([O-])[O-].[K+].[K+]. Product: [F:20][C:15]1[CH:16]=[N:17][CH:18]=[CH:19][C:14]=1[C:7]1[CH:8]=[CH:9][C:4]([N+:1]([O-:3])=[O:2])=[CH:5][CH:6]=1. The catalyst class is: 837.